Dataset: Catalyst prediction with 721,799 reactions and 888 catalyst types from USPTO. Task: Predict which catalyst facilitates the given reaction. The catalyst class is: 4. Reactant: [CH3:1][O:2][C:3]1[CH:4]=[CH:5][CH:6]=[C:7]2[C:11]=1[CH:10]([N:12]1[C:17]3[N:18]=[C:19]([S:22][CH3:23])[N:20]=[CH:21][C:16]=3[CH:15]=[CH:14][C:13]1=[O:24])[CH2:9][CH2:8]2.ClC1C=CC=C(C(OO)=[O:33])C=1. Product: [CH3:1][O:2][C:3]1[CH:4]=[CH:5][CH:6]=[C:7]2[C:11]=1[CH:10]([N:12]1[C:17]3[N:18]=[C:19]([S:22]([CH3:23])=[O:33])[N:20]=[CH:21][C:16]=3[CH:15]=[CH:14][C:13]1=[O:24])[CH2:9][CH2:8]2.